This data is from Experimentally validated miRNA-target interactions with 360,000+ pairs, plus equal number of negative samples. The task is: Binary Classification. Given a miRNA mature sequence and a target amino acid sequence, predict their likelihood of interaction. (1) The miRNA is hsa-miR-499b-5p with sequence ACAGACUUGCUGUGAUGUUCA. The protein sequence of the target gene is MKSVIYHALSQKEANDSDVQPSGAQRAEAFVRAFLKRSTPRMSPQAREDQLQRKAVVLEYFTRHKRKEKKKKAKGLSARQRRELRLFDIKPEQQRYSLFLPLHELWKQYIRDLCSGLKPDTQPQMIQAKLLKADLHGAIISVTKSKCPSYVGITGILLQETKHIFKIITKEDRLKVIPKLNCVFTVETDGFISYIYGSKFQLRSSERSAKKFKAKGTIDL. Result: 1 (interaction). (2) The miRNA is hsa-miR-149-5p with sequence UCUGGCUCCGUGUCUUCACUCCC. The protein sequence of the target gene is MPFLELDTNLPANRVPAGLEKRLCAAAASILGKPADRVNVTVRPGLAMALSGSTEPCAQLSISSIGVVGTAEDNRSHSAHFFEFLTKELALGQDRILIRFFPLESWQIGKIGTVMTFL. Result: 1 (interaction). (3) The miRNA is hsa-miR-17-5p with sequence CAAAGUGCUUACAGUGCAGGUAG. The protein sequence of the target gene is MGNWAVNEGLSIFVILVWLGLNVFLFINYYKVYDDGPKYNYTRKLLGSALALARAPAACLNFNCMLILLPVCRNLLSFLRGSSACCSTRIRRQLDRNLTFHKMVAWMIALHTAIHTIAHLFNVEWCVNARVGISDRYSIALSDIGDNENEEYLNFAREKIKNPEGGLYVAVTRLAGITGIVITLCLILIITSSTKTIRRSYFEVFWYTHHLFVIFFIGLAIHGAERIVRGQTAESLEEHNLDICADKIEEWGKIKECPVPKFAGNPPMTWKWIVGPMFLYLCERLVRFWRSQQKVVITKV.... Result: 0 (no interaction). (4) The miRNA is hsa-miR-6513-5p with sequence UUUGGGAUUGACGCCACAUGUCU. The protein sequence of the target gene is MEEIYAKFVSQKISKTRWRPLPPGSLQTAETFATGSWDNEENYISLWSIGDFGNLDSDGGFEGDHQLLCDIRHHGDVMDLQFFDQERIVAASSTGCVTVFLHHPNNQTLSVNQQWTTAHYHTGPGSPSYSSAPCTGVVCNNPEIVTVGEDGRINLFRADHKEAVRTIDNADSSTLHAVTFLRTPEILTVNSIGQLKIWDFRQQGNEPSQILSLTGDRVPLHCVDRHPNQQHVVATGGQDGMLSIWDVRQGTMPVSLLKAHEAEMWEVHFHPSNPEHLFTCSEDGSLWHWDASTDVPEKSS.... Result: 1 (interaction). (5) The miRNA is rno-miR-328a-3p with sequence CUGGCCCUCUCUGCCCUUCCGU. The protein sequence of the target gene is MKVLLLTGLGALFFAYYWDDNFDPASLQGARVLLTGANAGVGEELAYHYARLGSHLVLTAHTEALLQKVVGNCRKLGAPKVFYIAADMASPEAPESVVQFALDKLGGLDYLVLNHIGGAPAGTRARSPQATRWLMQVNFVSYVQLTSRALPSLTDSKGSLVVVSSLLGRVPTSFSTPYSAAKFALDGFFGSLRRELDVQDVNVAITMCVLGLRDRASAAEAVRSSTSRPRQPEHRGVPLQSQTAMFLPPTVPGARTLTETPLRGWPQPKMKSSRQKSKTEKNDGHLEPVTAWEVQVPRVR.... Result: 0 (no interaction).